From a dataset of Peptide-MHC class I binding affinity with 185,985 pairs from IEDB/IMGT. Regression. Given a peptide amino acid sequence and an MHC pseudo amino acid sequence, predict their binding affinity value. This is MHC class I binding data. (1) The peptide sequence is WASRELERF. The binding affinity (normalized) is 0. The MHC is HLA-A11:01 with pseudo-sequence HLA-A11:01. (2) The peptide sequence is EVIRATYPS. The MHC is HLA-A30:02 with pseudo-sequence HLA-A30:02. The binding affinity (normalized) is 0.213. (3) The peptide sequence is YFVASFRLF. The MHC is Patr-A0901 with pseudo-sequence Patr-A0901. The binding affinity (normalized) is 0.631. (4) The peptide sequence is EVGTNFGTI. The MHC is HLA-A68:02 with pseudo-sequence HLA-A68:02. The binding affinity (normalized) is 0.608. (5) The peptide sequence is CTVSDYISEL. The MHC is HLA-A02:01 with pseudo-sequence HLA-A02:01. The binding affinity (normalized) is 0.417. (6) The peptide sequence is EQRRSTIFDI. The MHC is HLA-A29:02 with pseudo-sequence HLA-A29:02. The binding affinity (normalized) is 0.